From a dataset of NCI-60 drug combinations with 297,098 pairs across 59 cell lines. Regression. Given two drug SMILES strings and cell line genomic features, predict the synergy score measuring deviation from expected non-interaction effect. (1) Drug 1: COC1=C(C=C2C(=C1)N=CN=C2NC3=CC(=C(C=C3)F)Cl)OCCCN4CCOCC4. Drug 2: C1=NNC2=C1C(=O)NC=N2. Cell line: SF-268. Synergy scores: CSS=10.5, Synergy_ZIP=-1.82, Synergy_Bliss=1.50, Synergy_Loewe=-29.7, Synergy_HSA=-1.73. (2) Drug 1: C1=CC(=CC=C1CC(C(=O)O)N)N(CCCl)CCCl.Cl. Drug 2: CC1C(C(CC(O1)OC2CC(CC3=C2C(=C4C(=C3O)C(=O)C5=C(C4=O)C(=CC=C5)OC)O)(C(=O)CO)O)N)O.Cl. Cell line: NCIH23. Synergy scores: CSS=53.3, Synergy_ZIP=-0.958, Synergy_Bliss=0.631, Synergy_Loewe=-8.66, Synergy_HSA=2.19.